Dataset: Reaction yield outcomes from USPTO patents with 853,638 reactions. Task: Predict the reaction yield, written as a fraction of the theoretical maximum amount of product (1.0 means a 100% yield; for example, 0.34 means a 34% yield). (1) The reactants are O[CH2:2][CH2:3][C:4]1[N:8]([C:9]2[N:17]=[C:16]3[C:12]([N:13]=[C:14]([CH:19]=O)[N:15]3[CH3:18])=[C:11]([N:21]3[CH2:26][CH2:25][O:24][CH2:23][CH2:22]3)[N:10]=2)[C:7]2[CH:27]=[CH:28][CH:29]=[CH:30][C:6]=2[N:5]=1.[O:31]1[CH2:34][CH:33]([CH:35]2[CH2:40][CH2:39][NH:38][CH2:37][CH2:36]2)[CH2:32]1.C(O[BH-](OC(=O)C)OC(=O)C)(=[O:43])C.[Na+]. The catalyst is ClCCCl. The product is [CH3:18][N:15]1[C:14]([CH2:19][N:38]2[CH2:39][CH2:40][CH:35]([CH:33]3[CH2:34][O:31][CH2:32]3)[CH2:36][CH2:37]2)=[N:13][C:12]2[C:16]1=[N:17][C:9]([N:8]1[C:7]3[CH:27]=[CH:28][CH:29]=[CH:30][C:6]=3[N:5]=[C:4]1[CH:3]([OH:43])[CH3:2])=[N:10][C:11]=2[N:21]1[CH2:26][CH2:25][O:24][CH2:23][CH2:22]1. The yield is 0.200. (2) The yield is 0.660. The product is [NH2:1][C:2]1[CH:10]=[C:9]([F:11])[CH:8]=[CH:7][C:3]=1[C:4]([NH2:18])=[O:5]. The reactants are [NH2:1][C:2]1[CH:10]=[C:9]([F:11])[CH:8]=[CH:7][C:3]=1[C:4](O)=[O:5].C1C=CC2N(O)N=[N:18]C=2C=1.CCN(C(C)C)C(C)C.CCN=C=NCCCN(C)C.N.CO. The catalyst is CN(C=O)C. (3) The reactants are [C:1](Cl)(=[O:5])[CH:2]([CH3:4])[CH3:3].Cl.[NH2:8][CH2:9][C:10]1[CH:15]=[CH:14][C:13]([C:16]([N:18]2[CH2:27][C:26]3[CH:25]=[N:24][N:23]([CH3:28])[C:22]=3[NH:21][C:20]3[CH:29]=[C:30]([Cl:33])[CH:31]=[CH:32][C:19]2=3)=[O:17])=[CH:12][C:11]=1[Cl:34].CC1C=C2N=C3C(=NC(NC3=O)=O)N(C[C@H](O)[C@H](O)[C@H](O)COP([O-])(O)=O)C2=CC=1C.[Na+]. The catalyst is ClCCl.C(N(CC)CC)C.CCOC(C)=O. The yield is 0.400. The product is [Cl:34][C:11]1[CH:12]=[C:13]([C:16]([N:18]2[CH2:27][C:26]3[CH:25]=[N:24][N:23]([CH3:28])[C:22]=3[NH:21][C:20]3[CH:29]=[C:30]([Cl:33])[CH:31]=[CH:32][C:19]2=3)=[O:17])[CH:14]=[CH:15][C:10]=1[CH2:9][NH:8][C:1](=[O:5])[CH:2]([CH3:4])[CH3:3].